From a dataset of Full USPTO retrosynthesis dataset with 1.9M reactions from patents (1976-2016). Predict the reactants needed to synthesize the given product. (1) Given the product [CH3:1][O:2][C:3](=[O:12])[C:4]1[CH:9]=[CH:8][C:7]([CH2:10][N:23]2[CH2:24][CH2:25][CH2:26][C@H:20]([N:19]([CH2:18][C:17]3[CH:42]=[C:43]([C:45]([F:48])([F:47])[F:46])[CH:44]=[C:15]([C:14]([F:13])([F:50])[F:49])[CH:16]=3)[C:36]3[N:37]=[N:38][N:39]([CH3:41])[N:40]=3)[C:21]3[CH:30]=[C:29]([CH3:31])[C:28]([C:32]([F:34])([F:33])[F:35])=[CH:27][C:22]2=3)=[CH:6][CH:5]=1, predict the reactants needed to synthesize it. The reactants are: [CH3:1][O:2][C:3](=[O:12])[C:4]1[CH:9]=[CH:8][C:7]([CH:10]=O)=[CH:6][CH:5]=1.[F:13][C:14]([F:50])([F:49])[C:15]1[CH:16]=[C:17]([CH:42]=[C:43]([C:45]([F:48])([F:47])[F:46])[CH:44]=1)[CH2:18][N:19]([C:36]1[N:37]=[N:38][N:39]([CH3:41])[N:40]=1)[C@H:20]1[CH2:26][CH2:25][CH2:24][NH:23][C:22]2[CH:27]=[C:28]([C:32]([F:35])([F:34])[F:33])[C:29]([CH3:31])=[CH:30][C:21]1=2.C(O[BH-](OC(=O)C)OC(=O)C)(=O)C.[Na+]. (2) Given the product [O:1]1[C:5]2=[CH:6][C:7]3[CH2:8][CH2:9][CH2:10][N:11]([C:14]4[C:15]([O:28][S:36]([C:39]([F:42])([F:41])[F:40])(=[O:37])=[O:35])=[N:16][C:17]5[C:22]([N:23]=4)=[CH:21][C:20]([C:24]([O:26][CH3:27])=[O:25])=[CH:19][CH:18]=5)[C:12]=3[CH:13]=[C:4]2[O:3][CH2:2]1, predict the reactants needed to synthesize it. The reactants are: [O:1]1[C:5]2=[CH:6][C:7]3[CH2:8][CH2:9][CH2:10][N:11]([C:14]4[C:15](=[O:28])[NH:16][C:17]5[C:22]([N:23]=4)=[CH:21][C:20]([C:24]([O:26][CH3:27])=[O:25])=[CH:19][CH:18]=5)[C:12]=3[CH:13]=[C:4]2[O:3][CH2:2]1.N1C=CC=CC=1.[O:35](S(C(F)(F)F)(=O)=O)[S:36]([C:39]([F:42])([F:41])[F:40])(=O)=[O:37]. (3) Given the product [ClH:1].[OH:51][NH:50][C:28]([C:19]1([CH2:18][S:15]([C:12]2[CH:13]=[CH:14][C:9]([O:2][C:3]3[CH:4]=[CH:5][CH:6]=[CH:7][CH:8]=3)=[CH:10][CH:11]=2)(=[O:16])=[O:17])[CH2:24][CH2:23][N:22]([CH2:25][C:26]#[CH:27])[CH2:21][CH2:20]1)=[O:30], predict the reactants needed to synthesize it. The reactants are: [ClH:1].[O:2]([C:9]1[CH:14]=[CH:13][C:12]([S:15]([CH2:18][C:19]2([C:28]([OH:30])=O)[CH2:24][CH2:23][N:22]([CH2:25][C:26]#[CH:27])[CH2:21][CH2:20]2)(=[O:17])=[O:16])=[CH:11][CH:10]=1)[C:3]1[CH:8]=[CH:7][CH:6]=[CH:5][CH:4]=1.Cl.CN(C)CCCN=C=NCC.CN1CCOCC1.[NH2:50][OH:51].